Regression. Given a peptide amino acid sequence and an MHC pseudo amino acid sequence, predict their binding affinity value. This is MHC class I binding data. From a dataset of Peptide-MHC class I binding affinity with 185,985 pairs from IEDB/IMGT. (1) The peptide sequence is YTLNNGGAF. The MHC is HLA-C07:02 with pseudo-sequence HLA-C07:02. The binding affinity (normalized) is 0.362. (2) The binding affinity (normalized) is 0.482. The peptide sequence is TTRLENIMWK. The MHC is HLA-A11:01 with pseudo-sequence HLA-A11:01. (3) The peptide sequence is QASQDVKNW. The MHC is HLA-A01:01 with pseudo-sequence HLA-A01:01. The binding affinity (normalized) is 0. (4) The peptide sequence is LPTKLRPSA. The MHC is HLA-B35:01 with pseudo-sequence HLA-B35:01. The binding affinity (normalized) is 0.169. (5) The peptide sequence is TPGPGVRYPL. The binding affinity (normalized) is 0. The MHC is HLA-B18:01 with pseudo-sequence HLA-B18:01. (6) The peptide sequence is PEWANFKFRDL. The MHC is H-2-Kb with pseudo-sequence H-2-Kb. The binding affinity (normalized) is 0.640.